Dataset: Reaction yield outcomes from USPTO patents with 853,638 reactions. Task: Predict the reaction yield, written as a fraction of the theoretical maximum amount of product (1.0 means a 100% yield; for example, 0.34 means a 34% yield). The reactants are [F:1][C:2]1[CH:62]=[CH:61][C:5]([CH2:6][N:7]2[CH:11]=[C:10]([CH:12]([OH:60])[C@@H:13]3[C@@:17]4([CH3:58])[CH2:18][C@@H:19]([O:54]COC)[CH:20]5[C@:33]67[C@@:24]([OH:53])([CH2:25][C@@H:26]([O:36][C@H:37]8[C@@H:42]9[O:43]C(C)(C)[O:45][C@@H:41]9[C@@H:40]([O:48]COC)[C@H:39]([CH3:52])[O:38]8)[CH2:27][C@H:28]6[O:29]C(C)(C)[O:31][CH2:32]7)[CH2:23][CH2:22][CH:21]5[C@@:16]4([OH:59])[CH2:15][CH2:14]3)[N:9]=[N:8]2)=[CH:4][CH:3]=1. The catalyst is Cl.CO. The product is [F:1][C:2]1[CH:3]=[CH:4][C:5]([CH2:6][N:7]2[CH:11]=[C:10]([CH:12]([OH:60])[C@@H:13]3[C@:17]4([CH3:58])[C@@:16]([OH:59])([CH:21]5[CH:20]([C@H:19]([OH:54])[CH2:18]4)[C@:33]4([CH2:32][OH:31])[C@@:24]([OH:53])([CH2:25][C@@H:26]([O:36][C@H:37]6[C@H:42]([OH:43])[C@H:41]([OH:45])[C@@H:40]([OH:48])[C@H:39]([CH3:52])[O:38]6)[CH2:27][C@H:28]4[OH:29])[CH2:23][CH2:22]5)[CH2:15][CH2:14]3)[N:9]=[N:8]2)=[CH:61][CH:62]=1. The yield is 0.420.